This data is from Forward reaction prediction with 1.9M reactions from USPTO patents (1976-2016). The task is: Predict the product of the given reaction. (1) Given the reactants C(OC([N:8]1[CH2:12][CH2:11][CH2:10][C@H:9]1/[CH:13]=[CH:14]/[C:15]1[CH:50]=[CH:49][C:18]([CH2:19][N:20]([CH2:27][C:28]2[CH:33]=[CH:32][C:31]([NH:34][C:35]([C@@H:37]3[CH2:41][CH2:40][CH2:39][N:38]3C(OC(C)(C)C)=O)=[O:36])=[CH:30][CH:29]=2)[C:21]2[CH:26]=[CH:25][CH:24]=[CH:23][CH:22]=2)=[CH:17][CH:16]=1)=O)(C)(C)C.FC(F)(F)C(O)=O, predict the reaction product. The product is: [C:21]1([N:20]([CH2:27][C:28]2[CH:29]=[CH:30][C:31]([NH:34][C:35]([C@@H:37]3[CH2:41][CH2:40][CH2:39][NH:38]3)=[O:36])=[CH:32][CH:33]=2)[CH2:19][C:18]2[CH:17]=[CH:16][C:15](/[CH:14]=[CH:13]/[C@@H:9]3[CH2:10][CH2:11][CH2:12][NH:8]3)=[CH:50][CH:49]=2)[CH:22]=[CH:23][CH:24]=[CH:25][CH:26]=1. (2) Given the reactants [Br:1]N1C(=O)CCC1=O.[S:9]1[CH:13]=[CH:12][CH:11]=[C:10]1[C:14]1[S:15][CH:16]=[CH:17][CH:18]=1, predict the reaction product. The product is: [Br:1][C:13]1[S:9][C:10]([C:14]2[S:15][CH:16]=[CH:17][CH:18]=2)=[CH:11][CH:12]=1.